Dataset: Forward reaction prediction with 1.9M reactions from USPTO patents (1976-2016). Task: Predict the product of the given reaction. (1) Given the reactants [NH2:1][C:2]1[C:3]([CH:23]2[CH2:25][CH2:24]2)=[N:4][C:5]([N:10]2[CH2:15][CH2:14][N:13]([C:16](=[O:21])[CH2:17][CH2:18][O:19][CH3:20])[C@H:12]([CH3:22])[CH2:11]2)=[C:6]([CH:9]=1)[C:7]#[N:8].Br[C:27]1[CH:36]=[C:35]2[C:30]([CH:31]=[CH:32][C:33]([CH:37]=[CH2:38])=[N:34]2)=[CH:29][CH:28]=1.CC(C1C=C(C(C)C)C(C2C=CC=CC=2P(C2CCCCC2)C2CCCCC2)=C(C(C)C)C=1)C.C([O-])([O-])=O.[Cs+].[Cs+], predict the reaction product. The product is: [CH:23]1([C:3]2[C:2]([NH:1][C:27]3[CH:36]=[C:35]4[C:30]([CH:31]=[CH:32][C:33]([CH:37]=[CH2:38])=[N:34]4)=[CH:29][CH:28]=3)=[CH:9][C:6]([C:7]#[N:8])=[C:5]([N:10]3[CH2:15][CH2:14][N:13]([C:16](=[O:21])[CH2:17][CH2:18][O:19][CH3:20])[C@H:12]([CH3:22])[CH2:11]3)[N:4]=2)[CH2:25][CH2:24]1. (2) Given the reactants [NH2:1][C:2]1[CH:3]=[N:4][N:5]([CH:7]([C:13]2[CH:18]=[CH:17][CH:16]=[CH:15][CH:14]=2)[C:8]([O:10][CH2:11][CH3:12])=[O:9])[CH:6]=1.[CH3:19][C:20]1([CH3:40])[CH2:28][C:27]2[N:26]([CH2:29][O:30][CH2:31][CH2:32][Si:33]([CH3:36])([CH3:35])[CH3:34])[N:25]=[C:24]([C:37](O)=[O:38])[C:23]=2[CH2:22][CH2:21]1.CN(C(ON1N=NC2C=CC=NC1=2)=[N+](C)C)C.F[P-](F)(F)(F)(F)F.CCN(C(C)C)C(C)C, predict the reaction product. The product is: [CH3:19][C:20]1([CH3:40])[CH2:28][C:27]2[N:26]([CH2:29][O:30][CH2:31][CH2:32][Si:33]([CH3:35])([CH3:34])[CH3:36])[N:25]=[C:24]([C:37]([NH:1][C:2]3[CH:3]=[N:4][N:5]([CH:7]([C:13]4[CH:18]=[CH:17][CH:16]=[CH:15][CH:14]=4)[C:8]([O:10][CH2:11][CH3:12])=[O:9])[CH:6]=3)=[O:38])[C:23]=2[CH2:22][CH2:21]1. (3) Given the reactants CC1(C)C2C(=C(P(C3C=CC=CC=3)C3C=CC=CC=3)C=CC=2)OC2C(P(C3C=CC=CC=3)C3C=CC=CC=3)=CC=CC1=2.Br[C:44]1[CH:53]=[C:52]2[C:47]([C:48]([C:55]3[CH:60]=[CH:59][C:58]([C:61]([F:64])([F:63])[F:62])=[CH:57][C:56]=3[O:65][CH3:66])=[N:49][C:50]([CH3:54])=[N:51]2)=[CH:46][CH:45]=1.CCN(C(C)C)C(C)C.[CH2:76]([SH:83])[C:77]1[CH:82]=[CH:81][CH:80]=[CH:79][CH:78]=1, predict the reaction product. The product is: [CH2:76]([S:83][C:44]1[CH:53]=[C:52]2[C:47]([C:48]([C:55]3[CH:60]=[CH:59][C:58]([C:61]([F:64])([F:63])[F:62])=[CH:57][C:56]=3[O:65][CH3:66])=[N:49][C:50]([CH3:54])=[N:51]2)=[CH:46][CH:45]=1)[C:77]1[CH:82]=[CH:81][CH:80]=[CH:79][CH:78]=1. (4) Given the reactants [C:1]([C:4]1[C:5]([C:20]2[CH:25]=[CH:24][CH:23]=[C:22]([F:26])[CH:21]=2)=[N:6][N:7]2[CH2:12][CH2:11][N:10](C(OC(C)(C)C)=O)[CH2:9][C:8]=12)(=[O:3])[NH2:2].C(O)(C(F)(F)F)=O, predict the reaction product. The product is: [F:26][C:22]1[CH:21]=[C:20]([C:5]2[C:4]([C:1]([NH2:2])=[O:3])=[C:8]3[CH2:9][NH:10][CH2:11][CH2:12][N:7]3[N:6]=2)[CH:25]=[CH:24][CH:23]=1. (5) Given the reactants C(OC([NH:8][CH2:9][C@H:10]1[CH2:15][CH2:14][C@H:13]([C:16]([NH:18][C@@H:19]([CH2:44][C:45]2[CH:50]=[CH:49][C:48]([C:51]3[CH:56]=[CH:55][C:54]([C:57](=[O:72])[NH:58][CH:59]4[CH2:64][CH2:63][N:62](C(OC(C)(C)C)=O)[CH2:61][CH2:60]4)=[CH:53][C:52]=3[CH3:73])=[CH:47][CH:46]=2)[C:20]([NH:22][C:23]2[CH:43]=[CH:42][C:26]3[NH:27][C:28]([C:30]([F:41])([F:40])[C:31]([F:39])([F:38])[C:32]([F:37])([F:36])[C:33]([OH:35])=[O:34])=[N:29][C:25]=3[CH:24]=2)=[O:21])=[O:17])[CH2:12][CH2:11]1)=O)(C)(C)C.[ClH:74], predict the reaction product. The product is: [ClH:74].[NH2:8][CH2:9][C@H:10]1[CH2:11][CH2:12][C@H:13]([C:16]([NH:18][C@@H:19]([CH2:44][C:45]2[CH:46]=[CH:47][C:48]([C:51]3[CH:56]=[CH:55][C:54]([C:57](=[O:72])[NH:58][CH:59]4[CH2:60][CH2:61][NH:62][CH2:63][CH2:64]4)=[CH:53][C:52]=3[CH3:73])=[CH:49][CH:50]=2)[C:20]([NH:22][C:23]2[CH:43]=[CH:42][C:26]3[NH:27][C:28]([C:30]([F:40])([F:41])[C:31]([F:38])([F:39])[C:32]([F:36])([F:37])[C:33]([OH:35])=[O:34])=[N:29][C:25]=3[CH:24]=2)=[O:21])=[O:17])[CH2:14][CH2:15]1.